Dataset: Forward reaction prediction with 1.9M reactions from USPTO patents (1976-2016). Task: Predict the product of the given reaction. (1) Given the reactants [Cl:1][C:2]1[CH:7]=[CH:6][C:5]([C:8]2[N:12]([CH2:13][C:14]3[CH:19]=[CH:18][CH:17]=[CH:16][C:15]=3[F:20])[C:11](=[O:21])[N:10]([CH2:22][C:23](O)=[O:24])[N:9]=2)=[CH:4][CH:3]=1.C(Cl)CCl.C1C=CC2N(O)N=NC=2C=1.[NH2:40][C:41]([C:46]1[CH:51]=[CH:50][CH:49]=[C:48]([C:52]([F:55])([F:54])[F:53])[CH:47]=1)([CH3:45])[C:42]([NH2:44])=[O:43], predict the reaction product. The product is: [Cl:1][C:2]1[CH:7]=[CH:6][C:5]([C:8]2[N:12]([CH2:13][C:14]3[CH:19]=[CH:18][CH:17]=[CH:16][C:15]=3[F:20])[C:11](=[O:21])[N:10]([CH2:22][C:23]([NH:40][C:41]([C:46]3[CH:51]=[CH:50][CH:49]=[C:48]([C:52]([F:53])([F:54])[F:55])[CH:47]=3)([CH3:45])[C:42]([NH2:44])=[O:43])=[O:24])[N:9]=2)=[CH:4][CH:3]=1. (2) Given the reactants CS(OCC1C2C(=C(F)C=CC=2)C=CC=1OC)(=O)=O.[F:20][C:21]1[CH:22]=[C:23]2[C:28](=[CH:29][CH:30]=1)[C:27]([CH:31]=[O:32])=[C:26]([O:33][CH3:34])[CH:25]=[CH:24]2, predict the reaction product. The product is: [F:20][C:21]1[CH:22]=[C:23]2[C:28](=[CH:29][CH:30]=1)[C:27]([CH2:31][OH:32])=[C:26]([O:33][CH3:34])[CH:25]=[CH:24]2. (3) Given the reactants [N:1]1[CH:6]=[CH:5][CH:4]=[CH:3][C:2]=1[N:7]1[CH2:12][CH2:11][NH:10][CH2:9][CH2:8]1.[Cl:13][C:14]1[CH:19]=[CH:18][C:17]([NH:20][C:21](=[O:24])[CH2:22]Cl)=[CH:16][CH:15]=1.C(=O)([O-])[O-].[Na+].[Na+], predict the reaction product. The product is: [Cl:13][C:14]1[CH:15]=[CH:16][C:17]([NH:20][C:21](=[O:24])[CH2:22][N:10]2[CH2:9][CH2:8][N:7]([C:2]3[CH:3]=[CH:4][CH:5]=[CH:6][N:1]=3)[CH2:12][CH2:11]2)=[CH:18][CH:19]=1.